This data is from Peptide-MHC class II binding affinity with 134,281 pairs from IEDB. The task is: Regression. Given a peptide amino acid sequence and an MHC pseudo amino acid sequence, predict their binding affinity value. This is MHC class II binding data. (1) The MHC is DRB1_0901 with pseudo-sequence DRB1_0901. The peptide sequence is NFRFLTEKGMKNVFD. The binding affinity (normalized) is 0.401. (2) The MHC is DRB4_0101 with pseudo-sequence DRB4_0103. The peptide sequence is KDVTFRNITGTSSTP. The binding affinity (normalized) is 0.212. (3) The peptide sequence is RWLWGFLSRNKKPRI. The MHC is DRB1_1101 with pseudo-sequence DRB1_1101. The binding affinity (normalized) is 0.954. (4) The peptide sequence is DSYKFIPTLVAAVKQ. The MHC is HLA-DQA10501-DQB10301 with pseudo-sequence HLA-DQA10501-DQB10301. The binding affinity (normalized) is 0.603. (5) The peptide sequence is TPEAKFDSFVASLTE. The MHC is HLA-DQA10501-DQB10201 with pseudo-sequence HLA-DQA10501-DQB10201. The binding affinity (normalized) is 0.491. (6) The peptide sequence is PATPAAPGAGYTPAT. The MHC is HLA-DQA10301-DQB10302 with pseudo-sequence HLA-DQA10301-DQB10302. The binding affinity (normalized) is 0.0726.